From a dataset of Catalyst prediction with 721,799 reactions and 888 catalyst types from USPTO. Predict which catalyst facilitates the given reaction. Reactant: [N+:1]([C:4]1[CH:5]=[C:6]2[C:10](=[CH:11][CH:12]=1)[NH:9][CH:8]=[CH:7]2)([O-:3])=[O:2].[H-].[Na+].Cl.[N:16]1[CH:21]=[CH:20][CH:19]=[C:18]([CH2:22]Cl)[CH:17]=1.O. Product: [N+:1]([C:4]1[CH:5]=[C:6]2[C:10](=[CH:11][CH:12]=1)[N:9]([CH2:22][C:18]1[CH:17]=[N:16][CH:21]=[CH:20][CH:19]=1)[CH:8]=[CH:7]2)([O-:3])=[O:2]. The catalyst class is: 9.